Dataset: Peptide-MHC class II binding affinity with 134,281 pairs from IEDB. Task: Regression. Given a peptide amino acid sequence and an MHC pseudo amino acid sequence, predict their binding affinity value. This is MHC class II binding data. (1) The peptide sequence is SQDLELSFNLNGLQAY. The MHC is DRB1_0802 with pseudo-sequence DRB1_0802. The binding affinity (normalized) is 0.340. (2) The peptide sequence is YDKFLANGSTVLTGK. The MHC is DRB1_0401 with pseudo-sequence DRB1_0401. The binding affinity (normalized) is 0.714. (3) The peptide sequence is YHFDLSGIAFGSMAK. The MHC is DRB1_0401 with pseudo-sequence DRB1_0401. The binding affinity (normalized) is 0.281. (4) The peptide sequence is GTSFVYVPSALNPAD. The MHC is DRB1_1501 with pseudo-sequence DRB1_1501. The binding affinity (normalized) is 0.388. (5) The peptide sequence is VIGLYGNGILVGDNS. The MHC is DRB3_0202 with pseudo-sequence DRB3_0202. The binding affinity (normalized) is 0.